Dataset: Catalyst prediction with 721,799 reactions and 888 catalyst types from USPTO. Task: Predict which catalyst facilitates the given reaction. (1) Product: [N:22]1([CH2:21][C:20]2[C:13]3[O:12]/[C:11](=[CH:10]\[C:3]4[C:4]5[C:9](=[CH:8][CH:7]=[CH:6][CH:5]=5)[NH:1][CH:2]=4)/[C:15](=[O:16])[C:14]=3[CH:17]=[CH:18][C:19]=2[OH:36])[CH2:28][CH2:27][CH2:26][NH:25][CH2:24][CH2:23]1. The catalyst class is: 135. Reactant: [NH:1]1[C:9]2[C:4](=[CH:5][CH:6]=[CH:7][CH:8]=2)[C:3](/[CH:10]=[C:11]2\[O:12][C:13]3[C:20]([CH2:21][N:22]4[CH2:28][CH2:27][CH2:26][N:25](C(OC(C)(C)C)=O)[CH2:24][CH2:23]4)=[C:19]([OH:36])[CH:18]=[CH:17][C:14]=3[C:15]\2=[O:16])=[CH:2]1.Cl. (2) Reactant: [NH2:1][C:2]1[CH:7]=[N:6][C:5]([CH3:8])=[CH:4][N:3]=1.N1C=CC=CC=1.[C:15]1([O:21][C:22](Cl)=[O:23])[CH:20]=[CH:19][CH:18]=[CH:17][CH:16]=1.CC#N. Product: [CH3:8][C:5]1[N:6]=[CH:7][C:2]([NH:1][C:22](=[O:23])[O:21][C:15]2[CH:20]=[CH:19][CH:18]=[CH:17][CH:16]=2)=[N:3][CH:4]=1. The catalyst class is: 1. (3) Product: [F:1][C:2]1[CH:7]=[CH:6][C:5]([C:8]2[C:9]([C:10]([C:12]3[N:17]=[C:16]([C:18]([O:20][CH3:21])=[O:19])[CH:15]=[CH:14][CH:13]=3)=[O:11])=[C:47]3[CH:46]=[CH:45][C:44]([O:48][CH3:49])=[CH:43][N:42]3[N:41]=2)=[CH:4][CH:3]=1. The catalyst class is: 84. Reactant: [F:1][C:2]1[CH:7]=[CH:6][C:5]([C:8]#[C:9][C:10]([C:12]2[N:17]=[C:16]([C:18]([O:20][CH3:21])=[O:19])[CH:15]=[CH:14][CH:13]=2)=[O:11])=[CH:4][CH:3]=1.O1CCOCC1.CC1C=C(C)C=C(C)C=1S([O-])(=O)=O.[NH2:41][N+:42]1[CH:47]=[CH:46][CH:45]=[C:44]([O:48][CH3:49])[CH:43]=1.C(=O)([O-])[O-].[K+].[K+]. (4) Product: [F:13][C:14]([F:27])([F:26])[S:15]([O:12][C:3]1[N:4]=[C:5]2[CH2:11][CH2:10][CH2:9][O:8][C:6]2=[N:7][C:2]=1[CH3:1])(=[O:17])=[O:16]. The catalyst class is: 4. Reactant: [CH3:1][C:2]1[N:7]=[C:6]2[O:8][CH2:9][CH2:10][CH2:11][C:5]2=[N:4][C:3]=1[OH:12].[F:13][C:14]([F:27])([F:26])[S:15](O[S:15]([C:14]([F:27])([F:26])[F:13])(=[O:17])=[O:16])(=[O:17])=[O:16].C(=O)(O)[O-].[Na+]. (5) Reactant: [NH2:1][OH:2].[C:3]([C:5]1[CH:6]=[C:7]([C:11]2[CH:12]=[N:13][C:14]([NH:26][C:27]([NH:29][CH2:30][CH3:31])=[O:28])=[CH:15][C:16]=2[C:17]2[S:18][CH:19]=[C:20]([C:22]([F:25])([F:24])[F:23])[N:21]=2)[CH:8]=[N:9][CH:10]=1)#[N:4]. Product: [CH2:30]([NH:29][C:27](=[O:28])[NH:26][C:14]1[N:13]=[CH:12][C:11]([C:7]2[CH:8]=[N:9][CH:10]=[C:5]([C:3](=[N:1][OH:2])[NH2:4])[CH:6]=2)=[C:16]([C:17]2[S:18][CH:19]=[C:20]([C:22]([F:24])([F:23])[F:25])[N:21]=2)[CH:15]=1)[CH3:31]. The catalyst class is: 8. (6) Reactant: [NH2:1][C:2]1[C:10]([Cl:11])=[CH:9][C:5]([C:6](O)=[O:7])=[CH:4][C:3]=1[Cl:12].B.O1CCCC1.CO. Product: [Cl:11][C:10]1[CH:9]=[C:5]([CH2:6][OH:7])[CH:4]=[C:3]([Cl:12])[C:2]=1[NH2:1]. The catalyst class is: 7.